Dataset: Full USPTO retrosynthesis dataset with 1.9M reactions from patents (1976-2016). Task: Predict the reactants needed to synthesize the given product. (1) Given the product [F:52][C:46]1[CH:47]=[CH:48][CH:49]=[C:50]([F:51])[C:45]=1[CH2:44][NH:43][C:41]([N:38]1[CH2:39][CH2:40][CH:35]([NH:34][C:33]2[CH:53]=[CH:54][C:30]([CH2:29][CH2:28][NH:27][CH2:26][C@H:25]([OH:55])[CH2:24][O:23][C:22]3[CH:21]=[CH:20][C:19]([OH:18])=[CH:57][CH:56]=3)=[CH:31][CH:32]=2)[CH2:36][CH2:37]1)=[O:42], predict the reactants needed to synthesize it. The reactants are: [Si]([O:18][C:19]1[CH:57]=[CH:56][C:22]([O:23][CH2:24][C@@H:25]([OH:55])[CH2:26][NH:27][CH2:28][CH2:29][C:30]2[CH:54]=[CH:53][C:33]([NH:34][CH:35]3[CH2:40][CH2:39][N:38]([C:41]([NH:43][CH2:44][C:45]4[C:50]([F:51])=[CH:49][CH:48]=[CH:47][C:46]=4[F:52])=[O:42])[CH2:37][CH2:36]3)=[CH:32][CH:31]=2)=[CH:21][CH:20]=1)(C(C)(C)C)(C1C=CC=CC=1)C1C=CC=CC=1. (2) Given the product [F:1][C:2]1[CH:7]=[C:6]([I:8])[CH:5]=[CH:4][C:3]=1[NH:9][C:10]1[C:11]([NH:21][S:22]([C:25]2([CH2:28][OH:29])[CH2:27][CH2:26]2)(=[O:24])=[O:23])=[C:12]2[S:20][CH2:19][CH2:18][N:13]2[C:14](=[O:17])[C:15]=1[CH3:16], predict the reactants needed to synthesize it. The reactants are: [F:1][C:2]1[CH:7]=[C:6]([I:8])[CH:5]=[CH:4][C:3]=1[NH:9][C:10]1[C:11]([NH:21][S:22]([C:25]2([CH2:28][O:29]CC3C=CC=CC=3)[CH2:27][CH2:26]2)(=[O:24])=[O:23])=[C:12]2[S:20][CH2:19][CH2:18][N:13]2[C:14](=[O:17])[C:15]=1[CH3:16].C(S)C. (3) The reactants are: C([O:8][CH2:9][C@@H:10]1[CH2:14][CH2:13][S:12](=[O:16])(=[O:15])[NH:11]1)C1C=CC=CC=1.Br[C:18]1[CH:19]=[CH:20][C:21]([C:24]([N:26]2[CH2:31][CH2:30][N:29]([C:32]3[CH:37]=[CH:36][C:35]([CH3:38])=[CH:34][C:33]=3[CH3:39])[CH2:28][CH2:27]2)=[O:25])=[N:22][CH:23]=1. Given the product [CH3:39][C:33]1[CH:34]=[C:35]([CH3:38])[CH:36]=[CH:37][C:32]=1[N:29]1[CH2:28][CH2:27][N:26]([C:24]([C:21]2[CH:20]=[CH:19][C:18]([N:11]3[C@H:10]([CH2:9][OH:8])[CH2:14][CH2:13][S:12]3(=[O:15])=[O:16])=[CH:23][N:22]=2)=[O:25])[CH2:31][CH2:30]1, predict the reactants needed to synthesize it.